Regression. Given two drug SMILES strings and cell line genomic features, predict the synergy score measuring deviation from expected non-interaction effect. From a dataset of NCI-60 drug combinations with 297,098 pairs across 59 cell lines. (1) Cell line: K-562. Synergy scores: CSS=37.3, Synergy_ZIP=12.7, Synergy_Bliss=11.5, Synergy_Loewe=-25.0, Synergy_HSA=0.734. Drug 1: COC1=NC(=NC2=C1N=CN2C3C(C(C(O3)CO)O)O)N. Drug 2: C1=NC(=NC(=O)N1C2C(C(C(O2)CO)O)O)N. (2) Drug 1: C1=NC2=C(N1)C(=S)N=C(N2)N. Drug 2: CC1=C2C(C(=O)C3(C(CC4C(C3C(C(C2(C)C)(CC1OC(=O)C(C(C5=CC=CC=C5)NC(=O)C6=CC=CC=C6)O)O)OC(=O)C7=CC=CC=C7)(CO4)OC(=O)C)O)C)OC(=O)C. Cell line: EKVX. Synergy scores: CSS=44.2, Synergy_ZIP=3.48, Synergy_Bliss=3.31, Synergy_Loewe=7.44, Synergy_HSA=8.11.